From a dataset of Catalyst prediction with 721,799 reactions and 888 catalyst types from USPTO. Predict which catalyst facilitates the given reaction. (1) Reactant: [Br:1][C:2]1[CH:3]=[C:4]([CH:19]=[C:20]([Cl:22])[CH:21]=1)[O:5][NH:6][C:7]([NH:9][C:10]([C:13]1[CH:18]=[CH:17][CH:16]=[CH:15][CH:14]=1)([CH3:12])[CH3:11])=[O:8].C(=O)([O-])[O-].[K+].[K+].I[CH2:30][CH3:31].C(OCC)(=O)C. Product: [Br:1][C:2]1[CH:3]=[C:4]([CH:19]=[C:20]([Cl:22])[CH:21]=1)[O:5][N:6]([CH2:30][CH3:31])[C:7]([NH:9][C:10]([C:13]1[CH:18]=[CH:17][CH:16]=[CH:15][CH:14]=1)([CH3:12])[CH3:11])=[O:8]. The catalyst class is: 9. (2) Reactant: [C:1]([O:5][C:6]([N:8]1[CH2:13][CH2:12][C:11]([C:14]2[CH:19]=[CH:18][C:17]([C:20](=[O:22])[NH2:21])=[C:16]([C:23]3[CH:28]=[CH:27][C:26]([C:29]([O:31][CH3:32])=[O:30])=[CH:25][CH:24]=3)[N:15]=2)=[CH:10][CH2:9]1)=[O:7])([CH3:4])([CH3:3])[CH3:2]. Product: [C:1]([O:5][C:6]([N:8]1[CH2:9][CH2:10][CH:11]([C:14]2[CH:19]=[CH:18][C:17]([C:20](=[O:22])[NH2:21])=[C:16]([C:23]3[CH:28]=[CH:27][C:26]([C:29]([O:31][CH3:32])=[O:30])=[CH:25][CH:24]=3)[N:15]=2)[CH2:12][CH2:13]1)=[O:7])([CH3:4])([CH3:3])[CH3:2]. The catalyst class is: 19. (3) Reactant: [Cl:1][C:2]1[CH:3]=[C:4]([C:10]2([C:24]([F:27])([F:26])[F:25])[CH2:14][C:13]([C:15]3[CH:20]=[CH:19][C:18]([C@@H:21]([NH2:23])[CH3:22])=[CH:17][CH:16]=3)=[CH:12][O:11]2)[CH:5]=[C:6]([Cl:9])[C:7]=1[Cl:8].CCN(CC)CC.[CH:35]1([C:38](Cl)=[O:39])[CH2:37][CH2:36]1. Product: [Cl:9][C:6]1[CH:5]=[C:4]([C:10]2([C:24]([F:26])([F:25])[F:27])[CH2:14][C:13]([C:15]3[CH:16]=[CH:17][C:18]([C@@H:21]([NH:23][C:38]([CH:35]4[CH2:37][CH2:36]4)=[O:39])[CH3:22])=[CH:19][CH:20]=3)=[CH:12][O:11]2)[CH:3]=[C:2]([Cl:1])[C:7]=1[Cl:8]. The catalyst class is: 4. (4) Reactant: C([N:8]1[CH2:14][C:13]2[N:15]=[CH:16][C:17]([N:19]([CH3:23])[CH:20]([CH3:22])[CH3:21])=[N:18][C:12]=2[O:11][C@@H:10]([CH2:24][O:25][CH3:26])[CH2:9]1)C1C=CC=CC=1.C(OCC)(=O)C.[ClH:33]. Product: [ClH:33].[CH3:26][O:25][CH2:24][C@H:10]1[CH2:9][NH:8][CH2:14][C:13]2[N:15]=[CH:16][C:17]([N:19]([CH3:23])[CH:20]([CH3:21])[CH3:22])=[N:18][C:12]=2[O:11]1. The catalyst class is: 105. (5) Reactant: [C:1]1([OH:7])[CH:6]=[CH:5][CH:4]=[CH:3][CH:2]=1.F[C:9]1[CH:16]=[CH:15][CH:14]=[CH:13][C:10]=1[CH:11]=[O:12].C([O-])([O-])=O.[K+].[K+].O. Product: [O:7]([C:9]1[CH:16]=[CH:15][CH:14]=[CH:13][C:10]=1[CH:11]=[O:12])[C:1]1[CH:6]=[CH:5][CH:4]=[CH:3][CH:2]=1. The catalyst class is: 80. (6) Reactant: [C:1]([O-:4])([O-])=O.[K+].[K+].[CH3:7][O:8][C:9](=[O:23])[C:10](=[CH:15][C:16]1[CH:21]=[CH:20][C:19]([OH:22])=[CH:18][CH:17]=1)[C:11]([O:13][CH3:14])=[O:12].CO[C:26]1[CH:33]=[CH:32][C:29]([CH2:30]Cl)=[CH:28][CH:27]=1.O. Product: [CH3:14][O:13][C:11](=[O:12])[C:10](=[CH:15][C:16]1[CH:17]=[CH:18][C:19]([O:22][CH2:30][C:29]2[CH:32]=[CH:33][CH:26]=[C:27]([O:4][CH3:1])[CH:28]=2)=[CH:20][CH:21]=1)[C:9]([O:8][CH3:7])=[O:23]. The catalyst class is: 3. (7) Reactant: [Br:1][C:2]1[CH:13]=[CH:12][C:5]([C:6](N(OC)C)=[O:7])=[CH:4][C:3]=1[Cl:14].[CH2:15]([Mg]Br)[CH3:16].O1CCCC1.Cl. Product: [Br:1][C:2]1[CH:13]=[CH:12][C:5]([C:6](=[O:7])[CH2:15][CH3:16])=[CH:4][C:3]=1[Cl:14]. The catalyst class is: 7. (8) The catalyst class is: 18. Product: [N:19]([CH2:2][CH2:3][CH2:4][CH2:5][CH2:6][CH2:7][O:8][N:9]1[C:15](=[O:16])[CH2:14][CH:13]2[C:17](=[O:18])[CH:10]1[CH:11]=[CH:12]2)=[N+:20]=[N-:21]. Reactant: Br[CH2:2][CH2:3][CH2:4][CH2:5][CH2:6][CH2:7][O:8][N:9]1[C:15](=[O:16])[CH2:14][CH:13]2[C:17](=[O:18])[CH:10]1[CH:11]=[CH:12]2.[N-:19]=[N+:20]=[N-:21].[Na+]. (9) Reactant: C([O:3][C:4]([C:6]1[N:7]([C:25]2[CH:30]=[CH:29][C:28]([O:31][CH:32]3[CH2:36][CH2:35][CH2:34][CH2:33]3)=[CH:27][CH:26]=2)[C:8]2[C:13]([CH:14]=1)=[CH:12][C:11]([C:15]1[CH:20]=[CH:19][C:18]([C:21]([CH3:24])([CH3:23])[CH3:22])=[CH:17][CH:16]=1)=[CH:10][CH:9]=2)=[O:5])C.[OH-].[Na+].O.Cl. The catalyst class is: 14. Product: [C:21]([C:18]1[CH:19]=[CH:20][C:15]([C:11]2[CH:12]=[C:13]3[C:8](=[CH:9][CH:10]=2)[N:7]([C:25]2[CH:30]=[CH:29][C:28]([O:31][CH:32]4[CH2:36][CH2:35][CH2:34][CH2:33]4)=[CH:27][CH:26]=2)[C:6]([C:4]([OH:5])=[O:3])=[CH:14]3)=[CH:16][CH:17]=1)([CH3:24])([CH3:22])[CH3:23]. (10) Reactant: [NH:1]1[CH2:6][CH2:5][CH2:4][C@@H:3]([NH:7][C:8]([CH:10]2[CH2:15][CH2:14][CH2:13][CH2:12][CH2:11]2)=[O:9])[CH2:2]1.[C:16]([N:21]1[CH2:26][CH2:25][C:24](=O)[CH2:23][CH2:22]1)([O:18][CH2:19][CH3:20])=[O:17].[N-]=C=O. Product: [CH:10]1([C:8]([NH:7][C@@H:3]2[CH2:4][CH2:5][CH2:6][N:1]([CH:24]3[CH2:25][CH2:26][N:21]([C:16]([O:18][CH2:19][CH3:20])=[O:17])[CH2:22][CH2:23]3)[CH2:2]2)=[O:9])[CH2:15][CH2:14][CH2:13][CH2:12][CH2:11]1. The catalyst class is: 9.